From a dataset of Forward reaction prediction with 1.9M reactions from USPTO patents (1976-2016). Predict the product of the given reaction. (1) Given the reactants [CH3:1][N:2]([CH3:27])[C:3]1[CH:4]=[CH:5][C:6]([C:11]2[S:12][C:13]3[CH:19]([O:20][CH2:21][O:22][CH2:23][CH2:24][O:25][CH3:26])[CH2:18][CH2:17][CH2:16][C:14]=3[N:15]=2)=[C:7]([CH:10]=1)[CH:8]=[O:9].C[Mg+].[Br-].[C:31]1(C)C=CC=CC=1.C1COCC1, predict the reaction product. The product is: [CH3:1][N:2]([CH3:27])[C:3]1[CH:4]=[CH:5][C:6]([C:11]2[S:12][C:13]3[CH:19]([O:20][CH2:21][O:22][CH2:23][CH2:24][O:25][CH3:26])[CH2:18][CH2:17][CH2:16][C:14]=3[N:15]=2)=[C:7]([CH:8]([OH:9])[CH3:31])[CH:10]=1. (2) Given the reactants [F:1][C:2]([F:22])([F:21])[O:3][C:4]1[CH:9]=[CH:8][C:7](OS(C2C=CC(C)=CC=2)(=O)=O)=[CH:6][CH:5]=1.[CH2:23]([C:28]1[CH:33]=[CH:32][CH:31]=[CH:30][CH:29]=1)[CH2:24][CH2:25][C:26]#[CH:27], predict the reaction product. The product is: [C:28]1([CH2:23][CH2:24][CH2:25][C:26]#[C:27][C:6]2[CH:5]=[C:4]([O:3][C:2]([F:1])([F:21])[F:22])[CH:9]=[CH:8][CH:7]=2)[CH:33]=[CH:32][CH:31]=[CH:30][CH:29]=1.